This data is from Full USPTO retrosynthesis dataset with 1.9M reactions from patents (1976-2016). The task is: Predict the reactants needed to synthesize the given product. (1) Given the product [NH2:1][C:2]1[C:11]([NH2:12])=[C:10]2[C:5]([C:6]([CH3:41])([CH3:40])[C:7](=[O:39])[N:8]([CH2:16][CH2:17][CH2:18][N:19]([CH2:27][CH2:28][C:29]3[CH:34]=[CH:33][C:32]([O:35][CH3:36])=[C:31]([O:37][CH3:38])[CH:30]=3)[C:20](=[O:26])[O:21][C:22]([CH3:23])([CH3:25])[CH3:24])[C:9]2=[O:15])=[CH:4][CH:3]=1, predict the reactants needed to synthesize it. The reactants are: [NH2:1][C:2]1[C:11]([N+:12]([O-])=O)=[C:10]2[C:5]([C:6]([CH3:41])([CH3:40])[C:7](=[O:39])[N:8]([CH2:16][CH2:17][CH2:18][N:19]([CH2:27][CH2:28][C:29]3[CH:34]=[CH:33][C:32]([O:35][CH3:36])=[C:31]([O:37][CH3:38])[CH:30]=3)[C:20](=[O:26])[O:21][C:22]([CH3:25])([CH3:24])[CH3:23])[C:9]2=[O:15])=[CH:4][CH:3]=1. (2) Given the product [N:30]1[CH:31]=[CH:32][C:27]([C:26]([NH:1][C:2]2[CH:7]=[CH:6][C:5]([N:8]3[C:14](=[O:15])[CH2:13][C:12](=[O:16])[NH:11][C:10]4[C:17]5[C:22]([CH:23]=[CH:24][C:9]3=4)=[CH:21][CH:20]=[CH:19][CH:18]=5)=[CH:4][CH:3]=2)=[O:33])=[CH:28][CH:29]=1, predict the reactants needed to synthesize it. The reactants are: [NH2:1][C:2]1[CH:7]=[CH:6][C:5]([N:8]2[C:14](=[O:15])[CH2:13][C:12](=[O:16])[NH:11][C:10]3[C:17]4[C:22]([CH:23]=[CH:24][C:9]2=3)=[CH:21][CH:20]=[CH:19][CH:18]=4)=[CH:4][CH:3]=1.Cl.[C:26](Cl)(=[O:33])[C:27]1[CH:32]=[CH:31][N:30]=[CH:29][CH:28]=1.BrC1C=C(S(OC2C=CC(N3C(=O)CC(=O)NC4C5CCCCC=5C=CC3=4)=CC=2)(=O)=O)C=CC=1. (3) Given the product [O:17]1[CH:18]=[CH:19][CH:20]=[C:16]1[CH2:15][NH:14][C:10]1[CH:11]=[CH:12][CH:13]=[C:4]([C:3]([OH:21])=[O:2])[C:5]=1[C:6]([OH:8])=[O:7], predict the reactants needed to synthesize it. The reactants are: C[O:2][C:3](=[O:21])[C:4]1[C:5](=[C:10]([NH:14][CH2:15][C:16]2[O:17][CH:18]=[CH:19][CH:20]=2)[CH:11]=[CH:12][CH:13]=1)[C:6]([O:8]C)=[O:7].[OH-].[K+]. (4) Given the product [CH2:29]([N:3]([CH2:1][CH3:2])[CH2:4][CH2:5][CH2:6][O:7][C:8]1[CH:17]=[C:16]2[C:11]([C:12]([S:18][C:19]3[S:20][C:21]([NH2:24])=[CH:22][CH:23]=3)=[CH:13][CH:14]=[N:15]2)=[CH:10][C:9]=1[O:27][CH3:28])[CH3:30], predict the reactants needed to synthesize it. The reactants are: [CH2:1]([N:3]([CH2:29][CH3:30])[CH2:4][CH2:5][CH2:6][O:7][C:8]1[CH:17]=[C:16]2[C:11]([C:12]([S:18][C:19]3[S:20][C:21]([N+:24]([O-])=O)=[CH:22][CH:23]=3)=[CH:13][CH:14]=[N:15]2)=[CH:10][C:9]=1[O:27][CH3:28])[CH3:2].[Cl-].[NH4+].C(O)C.